From a dataset of Forward reaction prediction with 1.9M reactions from USPTO patents (1976-2016). Predict the product of the given reaction. Given the reactants [CH3:1][C:2]1[CH:3]=[CH:4][C:5]2[O:9][C:8]([C:10]3[CH:15]=[CH:14][CH:13]=[CH:12][CH:11]=3)=[N:7][C:6]=2[CH:16]=1.C1C(=O)N([Br:24])C(=O)C1, predict the reaction product. The product is: [Br:24][CH2:1][C:2]1[CH:3]=[CH:4][C:5]2[O:9][C:8]([C:10]3[CH:15]=[CH:14][CH:13]=[CH:12][CH:11]=3)=[N:7][C:6]=2[CH:16]=1.